This data is from Full USPTO retrosynthesis dataset with 1.9M reactions from patents (1976-2016). The task is: Predict the reactants needed to synthesize the given product. (1) The reactants are: [NH2:1][C:2]1[N:6]([CH:7]2[CH2:12][CH2:11][S:10][CH2:9][CH2:8]2)[N:5]=[CH:4][C:3]=1[C:13]([NH2:15])=[O:14].CO[C:18]([C@H:20]1[C@H:24]([CH3:25])[CH2:23][N:22]([CH2:26][C:27]2[CH:32]=[CH:31][CH:30]=[CH:29][CH:28]=2)[CH2:21]1)=O. Given the product [CH2:26]([N:22]1[CH2:23][C@@H:24]([CH3:25])[C@H:20]([C:18]2[NH:15][C:13](=[O:14])[C:3]3[CH:4]=[N:5][N:6]([CH:7]4[CH2:12][CH2:11][S:10][CH2:9][CH2:8]4)[C:2]=3[N:1]=2)[CH2:21]1)[C:27]1[CH:32]=[CH:31][CH:30]=[CH:29][CH:28]=1, predict the reactants needed to synthesize it. (2) Given the product [N:18]([C:2]1[CH:3]=[CH:4][C:5]([O:8][CH2:9][C:10]2[CH:15]=[CH:14][C:13]([O:16][CH3:17])=[CH:12][CH:11]=2)=[N:6][CH:7]=1)=[N+:19]=[N-:20], predict the reactants needed to synthesize it. The reactants are: I[C:2]1[CH:3]=[CH:4][C:5]([O:8][CH2:9][C:10]2[CH:15]=[CH:14][C:13]([O:16][CH3:17])=[CH:12][CH:11]=2)=[N:6][CH:7]=1.[N-:18]=[N+:19]=[N-:20].[Na+].[Na].O=C1O[C@H]([C@H](CO)O)C(O)=C1O.CN(C)CCN. (3) Given the product [CH2:1]([N:8]1[CH2:9][C:10](=[O:12])[N:32]([CH2:31][CH2:30][C:27]2[CH:28]=[CH:29][CH:24]=[CH:25][CH:26]=2)[C:14](=[O:16])[CH2:13]1)[C:2]1[CH:3]=[CH:4][CH:5]=[CH:6][CH:7]=1, predict the reactants needed to synthesize it. The reactants are: [CH2:1]([N:8]([CH2:13][C:14]([OH:16])=O)[CH2:9][C:10]([OH:12])=O)[C:2]1[CH:7]=[CH:6][CH:5]=[CH:4][CH:3]=1.C(OC(=O)C)(=O)C.[CH:24]1[CH:29]=[CH:28][C:27]([CH2:30][CH2:31][NH2:32])=[CH:26][CH:25]=1.C(N(C(C)C)CC)(C)C. (4) Given the product [F:1][C:2]1[CH:8]=[C:7]([O:9][CH3:10])[CH:6]=[CH:5][C:3]=1[NH:4][CH:14]=[C:15]([C:16]([O:18][CH2:19][CH3:20])=[O:17])[C:21]([O:23][CH2:24][CH3:25])=[O:22], predict the reactants needed to synthesize it. The reactants are: [F:1][C:2]1[CH:8]=[C:7]([O:9][CH3:10])[CH:6]=[CH:5][C:3]=1[NH2:4].C(O[CH:14]=[C:15]([C:21]([O:23][CH2:24][CH3:25])=[O:22])[C:16]([O:18][CH2:19][CH3:20])=[O:17])C. (5) The reactants are: Br[C:2]1[N:6]2[N:7]=[C:8]([C:11]3[CH:19]=[CH:18][C:14]([C:15]([NH2:17])=[O:16])=[CH:13][CH:12]=3)[CH:9]=[CH:10][C:5]2=[N:4][CH:3]=1.[C:20]([O:24][C:25](=[O:48])[NH:26][CH2:27][CH2:28][CH2:29][O:30][C:31]1[CH:36]=[CH:35][C:34](B2OC(C)(C)C(C)(C)O2)=[CH:33][C:32]=1[O:46][CH3:47])([CH3:23])([CH3:22])[CH3:21]. Given the product [C:20]([O:24][C:25](=[O:48])[NH:26][CH2:27][CH2:28][CH2:29][O:30][C:31]1[CH:36]=[CH:35][C:34]([C:2]2[N:6]3[N:7]=[C:8]([C:11]4[CH:19]=[CH:18][C:14]([C:15](=[O:16])[NH2:17])=[CH:13][CH:12]=4)[CH:9]=[CH:10][C:5]3=[N:4][CH:3]=2)=[CH:33][C:32]=1[O:46][CH3:47])([CH3:22])([CH3:23])[CH3:21], predict the reactants needed to synthesize it.